This data is from Full USPTO retrosynthesis dataset with 1.9M reactions from patents (1976-2016). The task is: Predict the reactants needed to synthesize the given product. (1) Given the product [C:36]([OH:38])(=[O:37])/[CH:35]=[CH:33]/[C:43]([OH:45])=[O:46].[C:36]([OH:38])(=[O:37])/[CH:35]=[CH:33]/[C:43]([OH:45])=[O:46].[C:19]1([CH:7]([C:1]2[CH:2]=[CH:3][CH:4]=[CH:5][CH:6]=2)[O:8][CH:9]2[CH2:14][CH2:13][N:12]([CH2:15][CH2:16][CH2:17][NH:18][C:26]3[CH:27]=[CH:28][C:29]4[N:30]([CH:32]=[C:33]([C:35]([CH3:41])([CH3:42])[C:36]([O:38][CH2:39][CH3:40])=[O:37])[N:34]=4)[N:31]=3)[CH2:11][CH2:10]2)[CH:24]=[CH:23][CH:22]=[CH:21][CH:20]=1, predict the reactants needed to synthesize it. The reactants are: [C:1]1([CH:7]([C:19]2[CH:24]=[CH:23][CH:22]=[CH:21][CH:20]=2)[O:8][CH:9]2[CH2:14][CH2:13][N:12]([CH2:15][CH2:16][CH2:17][NH2:18])[CH2:11][CH2:10]2)[CH:6]=[CH:5][CH:4]=[CH:3][CH:2]=1.Cl[C:26]1[CH:27]=[CH:28][C:29]2[N:30]([CH:32]=[C:33]([C:35]([CH3:42])([CH3:41])[C:36]([O:38][CH2:39][CH3:40])=[O:37])[N:34]=2)[N:31]=1.[C:43](=[O:46])([OH:45])[O-].[Na+]. (2) Given the product [NH2:6][C:7]1[C:16]2[C:11](=[CH:12][CH:13]=[CH:14][CH:15]=2)[C:10]([N+:17]([O-:19])=[O:18])=[CH:9][N:8]=1.[OH:4][S:1]([OH:5])(=[O:3])=[O:2], predict the reactants needed to synthesize it. The reactants are: [S:1](=[O:5])(=[O:4])([OH:3])[OH:2].[NH2:6][C:7]1[C:16]2[C:11](=[CH:12][CH:13]=[CH:14][CH:15]=2)[CH:10]=[CH:9][N:8]=1.[N+:17]([O-])([O-:19])=[O:18].[K+]. (3) Given the product [CH3:1][O:2][C:3]1[CH:4]=[C:5]([CH:23]=[CH:24][C:25]=1[O:26][CH3:27])[CH2:6][CH:7]1[C:16]2[C:11](=[CH:12][C:13]([O:21][CH3:22])=[C:14]([O:17][CH:18]([CH3:20])[CH3:19])[CH:15]=2)[CH2:10][CH2:9][N:8]1[CH2:29][C:30]([NH:33][CH:34]1[C:42]2[C:37](=[C:38]([CH3:43])[CH:39]=[CH:40][CH:41]=2)[CH2:36][CH2:35]1)=[O:31], predict the reactants needed to synthesize it. The reactants are: [CH3:1][O:2][C:3]1[CH:4]=[C:5]([CH:23]=[CH:24][C:25]=1[O:26][CH3:27])[CH2:6][CH:7]1[C:16]2[C:11](=[CH:12][C:13]([O:21][CH3:22])=[C:14]([O:17][CH:18]([CH3:20])[CH3:19])[CH:15]=2)[CH2:10][CH2:9][NH:8]1.Br[CH2:29][C:30](Br)=[O:31].[NH2:33][CH:34]1[C:42]2[C:37](=[C:38]([CH3:43])[CH:39]=[CH:40][CH:41]=2)[CH2:36][CH2:35]1. (4) Given the product [C:5]12([C:3](=[O:4])[CH2:2][NH:24][C:25]3[CH:26]=[CH:27][C:28]([NH:31][C:32](=[O:34])[CH3:33])=[CH:29][CH:30]=3)[CH2:14][CH:9]3[CH2:10][CH:11]([CH2:13][CH:7]([CH2:8]3)[CH2:6]1)[CH2:12]2, predict the reactants needed to synthesize it. The reactants are: Br[CH2:2][C:3]([C:5]12[CH2:14][CH:9]3[CH2:10][CH:11]([CH2:13][CH:7]([CH2:8]3)[CH2:6]1)[CH2:12]2)=[O:4].C(N(C(C)C)CC)(C)C.[NH2:24][C:25]1[CH:30]=[CH:29][C:28]([NH:31][C:32](=[O:34])[CH3:33])=[CH:27][CH:26]=1. (5) Given the product [C:1]([O:4][CH2:5][CH2:6][CH2:7][CH2:8][CH2:9][CH2:10][CH2:11][CH2:12][CH2:13][CH2:14][CH2:15][CH2:16][CH2:17][CH2:18][CH2:19][CH2:20][CH2:21][I:47])(=[O:3])[CH3:2], predict the reactants needed to synthesize it. The reactants are: [C:1]([O:4][CH2:5][CH2:6][CH2:7][CH2:8][CH2:9][CH2:10][CH2:11][CH2:12][CH2:13][CH2:14][CH2:15][CH2:16][CH2:17][CH2:18][CH2:19][CH2:20][CH2:21]O)(=[O:3])[CH3:2].C1C=CC(P(C2C=CC=CC=2)C2C=CC=CC=2)=CC=1.N1C=CN=C1.[I:47]I. (6) Given the product [CH3:14][NH:15][C:4](=[O:5])[C:3]1[CH:7]=[CH:8][CH:9]=[N:10][C:2]=1[Cl:1], predict the reactants needed to synthesize it. The reactants are: [Cl:1][C:2]1[N:10]=[CH:9][CH:8]=[CH:7][C:3]=1[C:4](O)=[O:5].Cl.CN.[CH3:14][N:15](C)CCCN=C=NCC.ON1C2C=CC=CC=2N=N1.[OH-].[Na+]. (7) Given the product [CH3:22][N:23]([CH3:24])[C:2]1[N:11]=[C:10]([N:12]([C:14]2[CH:19]=[CH:18][C:17]([O:20][CH3:21])=[CH:16][CH:15]=2)[CH3:13])[C:9]2[C:4](=[CH:5][CH:6]=[CH:7][CH:8]=2)[N:3]=1, predict the reactants needed to synthesize it. The reactants are: Cl[C:2]1[N:11]=[C:10]([N:12]([C:14]2[CH:19]=[CH:18][C:17]([O:20][CH3:21])=[CH:16][CH:15]=2)[CH3:13])[C:9]2[C:4](=[CH:5][CH:6]=[CH:7][CH:8]=2)[N:3]=1.[CH3:22][NH:23][CH3:24].CO.